Dataset: Reaction yield outcomes from USPTO patents with 853,638 reactions. Task: Predict the reaction yield, written as a fraction of the theoretical maximum amount of product (1.0 means a 100% yield; for example, 0.34 means a 34% yield). (1) The reactants are [OH2:1].C(O)(=O)[CH:3]=[O:4].[C:7](=[O:24])([O:9][CH2:10][CH:11]1[C:23]2[CH:22]=[CH:21][CH:20]=[CH:19][C:18]=2[C:17]2[C:12]1=[CH:13][CH:14]=[CH:15][CH:16]=2)[NH2:8].[CH2:25]([O:27][CH2:28][CH3:29])C. No catalyst specified. The product is [CH:22]1[C:23]2[CH:11]([CH2:10][O:9][C:7]([NH:8][CH:28]([O:27][CH3:25])[C:29]([O:4][CH3:3])=[O:1])=[O:24])[C:12]3[C:17](=[CH:16][CH:15]=[CH:14][CH:13]=3)[C:18]=2[CH:19]=[CH:20][CH:21]=1. The yield is 0.550. (2) The reactants are FC(F)(F)[C:3]([N:5]([CH2:7][CH2:8][CH2:9][CH2:10][CH:11]=[CH2:12])C)=O.[C:15]1([CH3:25])[CH:20]=[CH:19][C:18]([S:21]([OH:24])(=[O:23])=[O:22])=[CH:17][CH:16]=1. The catalyst is CO. The product is [S:21]([C:18]1[CH:19]=[CH:20][C:15]([CH3:25])=[CH:16][CH:17]=1)([OH:24])(=[O:23])=[O:22].[CH3:3][NH:5][CH2:7][CH2:8][CH2:9][CH2:10][CH:11]=[CH2:12]. The yield is 0.760. (3) The reactants are [F:1][C:2]1([F:39])[CH2:7][CH2:6][CH:5]([NH:8][C:9]([C:11]2[C:15]([CH3:16])=[C:14]([C:17]3[CH:22]=[CH:21][C:20]([O:23]CC4C=CC=CC=4)=[CH:19][CH:18]=3)[N:13]([C:31]3[CH:36]=[CH:35][C:34]([Cl:37])=[CH:33][C:32]=3[Cl:38])[N:12]=2)=[O:10])[CH2:4][CH2:3]1. The catalyst is C(O)C.[Pd]. The product is [F:39][C:2]1([F:1])[CH2:7][CH2:6][CH:5]([NH:8][C:9]([C:11]2[C:15]([CH3:16])=[C:14]([C:17]3[CH:18]=[CH:19][C:20]([OH:23])=[CH:21][CH:22]=3)[N:13]([C:31]3[CH:36]=[CH:35][C:34]([Cl:37])=[CH:33][C:32]=3[Cl:38])[N:12]=2)=[O:10])[CH2:4][CH2:3]1. The yield is 0.880. (4) The catalyst is C(O)C. The product is [F:14][C:2]([F:1])([F:13])[C:3]1[C:7]([C:8]([OH:10])=[O:9])=[CH:6][NH:5][N:4]=1. The yield is 0.930. The reactants are [F:1][C:2]([F:14])([F:13])[C:3]1[C:7]([C:8]([O:10]CC)=[O:9])=[CH:6][NH:5][N:4]=1.[OH-].[Na+].Cl. (5) The reactants are C[O:2][C:3](=[O:28])[CH2:4][CH2:5][CH2:6][CH2:7][CH2:8][CH2:9][CH2:10][NH:11][C:12](=[O:27])[CH:13]=[C:14]1[C:26]2[CH:25]=[CH:24][CH:23]=[CH:22][C:21]=2[C:20]2[C:15]1=[CH:16][CH:17]=[CH:18][CH:19]=2.CO.[Li+].[OH-].Cl. The catalyst is O. The product is [CH:16]1[C:15]2[C:14](=[CH:13][C:12]([NH:11][CH2:10][CH2:9][CH2:8][CH2:7][CH2:6][CH2:5][CH2:4][C:3]([OH:28])=[O:2])=[O:27])[C:26]3[C:21](=[CH:22][CH:23]=[CH:24][CH:25]=3)[C:20]=2[CH:19]=[CH:18][CH:17]=1. The yield is 0.950. (6) The reactants are Cl[C:2]1[CH:7]=[C:6]([NH:8][CH:9]2[CH2:11][CH2:10]2)[N:5]2[N:12]=[CH:13][C:14]([CH:15]=[O:16])=[C:4]2[N:3]=1.[Cl:17][C:18]1[CH:19]=[C:20]([CH:22]=[CH:23][CH:24]=1)[NH2:21]. The catalyst is O1CCOCC1. The product is [Cl:17][C:18]1[CH:19]=[C:20]([NH:21][C:2]2[CH:7]=[C:6]([NH:8][CH:9]3[CH2:11][CH2:10]3)[N:5]3[N:12]=[CH:13][C:14]([CH:15]=[O:16])=[C:4]3[N:3]=2)[CH:22]=[CH:23][CH:24]=1. The yield is 0.110.